From a dataset of Catalyst prediction with 721,799 reactions and 888 catalyst types from USPTO. Predict which catalyst facilitates the given reaction. (1) Reactant: [O:1]=[C:2]1[N:7]2[CH:8]=[C:9]([N:12]3[CH2:17][CH2:16][N:15]([C:18]([O:20][C:21]([CH3:24])([CH3:23])[CH3:22])=[O:19])[CH2:14][CH2:13]3)[N:10]=[CH:11][C:6]2=[N:5][C:4](OS(C(F)(F)F)(=O)=O)=[CH:3]1.[CH3:33][N:34]1[CH:42]=[C:41]2[C:36]([CH:37]=[CH:38][C:39](B(O)O)=[CH:40]2)=[N:35]1.[O-]P([O-])([O-])=O.[K+].[K+].[K+]. Product: [CH3:33][N:34]1[CH:42]=[C:41]2[C:36]([CH:37]=[CH:38][C:39]([C:4]3[N:5]=[C:6]4[CH:11]=[N:10][C:9]([N:12]5[CH2:13][CH2:14][N:15]([C:18]([O:20][C:21]([CH3:23])([CH3:22])[CH3:24])=[O:19])[CH2:16][CH2:17]5)=[CH:8][N:7]4[C:2](=[O:1])[CH:3]=3)=[CH:40]2)=[N:35]1. The catalyst class is: 12. (2) Reactant: [Cl:1][C:2]1[CH:7]=[CH:6][C:5]([N:8]([CH3:22])[S:9]([C:12]2[CH:17]=[CH:16][C:15]([O:18][CH3:19])=[C:14]([O:20][CH3:21])[CH:13]=2)(=[O:11])=[O:10])=[C:4]([C:23](=[O:31])[C:24]2[CH:29]=[CH:28][CH:27]=[CH:26][C:25]=2[Cl:30])[CH:3]=1.[BH4-].[Na+]. Product: [Cl:1][C:2]1[CH:7]=[CH:6][C:5]([N:8]([CH3:22])[S:9]([C:12]2[CH:17]=[CH:16][C:15]([O:18][CH3:19])=[C:14]([O:20][CH3:21])[CH:13]=2)(=[O:11])=[O:10])=[C:4]([CH:23]([C:24]2[CH:29]=[CH:28][CH:27]=[CH:26][C:25]=2[Cl:30])[OH:31])[CH:3]=1. The catalyst class is: 162. (3) Reactant: [C:1]([O:5][C:6](=[O:23])[NH:7][C:8]1[CH:13]=[C:12]([O:14][C:15]2[CH:20]=[CH:19][C:18]([NH2:21])=[CH:17][N:16]=2)[CH:11]=[CH:10][C:9]=1[F:22])([CH3:4])([CH3:3])[CH3:2].[S-:24][C:25]#[N:26].[K+].BrBr. Product: [C:1]([O:5][C:6](=[O:23])[NH:7][C:8]1[CH:13]=[C:12]([O:14][C:15]2[N:16]=[C:17]3[S:24][C:25]([NH2:26])=[N:21][C:18]3=[CH:19][CH:20]=2)[CH:11]=[CH:10][C:9]=1[F:22])([CH3:4])([CH3:2])[CH3:3]. The catalyst class is: 15. (4) Reactant: [N:1]1([C:7]2[O:8][C:9]3[C:14]([C:15](=[O:17])[CH:16]=2)=[CH:13][CH:12]=[CH:11][C:10]=3B2OC(C)(C)C(C)(C)O2)[CH2:6][CH2:5][O:4][CH2:3][CH2:2]1.C1(C)C=CC=CC=1.Br[C:35]1[S:36][C:37]([Br:40])=[CH:38][N:39]=1.C(=O)([O-])[O-].[K+].[K+]. Product: [Br:40][C:37]1[S:36][C:35]([C:10]2[CH:11]=[CH:12][CH:13]=[C:14]3[C:9]=2[O:8][C:7]([N:1]2[CH2:2][CH2:3][O:4][CH2:5][CH2:6]2)=[CH:16][C:15]3=[O:17])=[N:39][CH:38]=1. The catalyst class is: 8.